This data is from Retrosynthesis with 50K atom-mapped reactions and 10 reaction types from USPTO. The task is: Predict the reactants needed to synthesize the given product. (1) Given the product Cc1cccc(C(=O)c2nc3ccccc3s2)c1, predict the reactants needed to synthesize it. The reactants are: Cc1cccc(C(O)c2nc3ccccc3s2)c1. (2) Given the product Cc1onc(-c2ccc(F)cc2)c1CNc1ccc(Cl)nn1, predict the reactants needed to synthesize it. The reactants are: Cc1onc(-c2ccc(F)cc2)c1CN.Clc1ccc(Cl)nn1. (3) Given the product COc1cc2c(cc1N1CCOCC1)C[C@@H]1[C@@H]3CCCC[C@]23CCN1C(=O)OCc1ccccc1, predict the reactants needed to synthesize it. The reactants are: COc1cc2c(cc1N)C[C@@H]1[C@@H]3CCCC[C@]23CCN1C(=O)OCc1ccccc1.ClCCOCCCl. (4) Given the product CC(C)(C)OC(=O)[C@@H](NC(=O)c1ccc(-c2ccccc2)cc1N)C1CCCCC1, predict the reactants needed to synthesize it. The reactants are: CC(C)(C)OC(=O)[C@@H](NC(=O)c1ccc(-c2ccccc2)cc1[N+](=O)[O-])C1CCCCC1. (5) Given the product O=[N+]([O-])c1cccc(-c2ccc(C=NNc3nc4nonc4nc3Nc3ccc(F)c(Cl)c3)o2)c1, predict the reactants needed to synthesize it. The reactants are: NNc1nc2nonc2nc1Nc1ccc(F)c(Cl)c1.O=Cc1ccc(-c2cccc([N+](=O)[O-])c2)o1. (6) Given the product Cc1cc(C)c2c3c(n(C)c2c1)CCNC3, predict the reactants needed to synthesize it. The reactants are: Cc1cc(C)c2c3c(n(C)c2c1)CCN(C(=O)OC(C)(C)C)C3. (7) Given the product CCCNC(=O)c1nnc2c(-c3cnc(OC)c(Cl)c3)cccc2c1N, predict the reactants needed to synthesize it. The reactants are: CCCNC(=O)c1nnc2c(Br)cccc2c1N.COc1ncc(B(O)O)cc1Cl.